This data is from Forward reaction prediction with 1.9M reactions from USPTO patents (1976-2016). The task is: Predict the product of the given reaction. (1) Given the reactants CN(C=O)C.[C:6](Cl)(=O)[C:7]([Cl:9])=[O:8].[CH3:12][S:13]([C:16]1[CH:17]=C([CH:22]=[CH:23][CH:24]=1)C(O)=O)(=[O:15])=[O:14], predict the reaction product. The product is: [CH3:12][S:13]([C:16]1[CH:17]=[C:6]([CH:22]=[CH:23][CH:24]=1)[C:7]([Cl:9])=[O:8])(=[O:15])=[O:14]. (2) Given the reactants [OH:1][C@@H:2]1[C@H:6]([CH3:7])[NH:5][C:4](=O)[CH2:3]1.[Cl:9][C:10]1[CH:17]=[C:16](F)[CH:15]=[CH:14][C:11]=1[C:12]#[N:13], predict the reaction product. The product is: [Cl:9][C:10]1[CH:17]=[C:16]([N:5]2[CH2:4][CH2:3][C@H:2]([OH:1])[C@@H:6]2[CH3:7])[CH:15]=[CH:14][C:11]=1[C:12]#[N:13].